This data is from Forward reaction prediction with 1.9M reactions from USPTO patents (1976-2016). The task is: Predict the product of the given reaction. (1) The product is: [CH3:1][O:2][C:3]1[CH:4]=[C:5]([C:11]2[S:15][C:14]3=[N:16][CH:17]=[C:18]([C:19]4[CH:24]=[N:23][C:22]([NH:32][CH2:31][CH2:30][N:29]([CH3:33])[CH3:28])=[N:21][CH:20]=4)[N:13]3[N:12]=2)[CH:6]=[CH:7][C:8]=1[O:9][CH3:10]. Given the reactants [CH3:1][O:2][C:3]1[CH:4]=[C:5]([C:11]2[S:15][C:14]3=[N:16][CH:17]=[C:18]([C:19]4[CH:20]=[N:21][C:22](S(C)=O)=[N:23][CH:24]=4)[N:13]3[N:12]=2)[CH:6]=[CH:7][C:8]=1[O:9][CH3:10].[CH3:28][N:29]([CH3:33])[CH2:30][CH2:31][NH2:32], predict the reaction product. (2) The product is: [C:38]([C:30]1[CH:29]=[C:28]([C:25]2[S:24][C:23]([C:18]3[CH:19]=[CH:20][CH:21]=[C:22]4[C:17]=3[CH2:16][CH2:15][CH2:14][C@H:13]4[NH:8][CH2:9][C:10]([OH:12])=[O:11])=[N:27][N:26]=2)[CH:33]=[CH:32][C:31]=1[O:34][CH:35]([CH3:37])[CH3:36])#[N:39]. Given the reactants C(OC([N:8]([C@H:13]1[C:22]2[C:17](=[C:18]([C:23]3[S:24][C:25]([C:28]4[CH:33]=[CH:32][C:31]([O:34][CH:35]([CH3:37])[CH3:36])=[C:30]([C:38]#[N:39])[CH:29]=4)=[N:26][N:27]=3)[CH:19]=[CH:20][CH:21]=2)[CH2:16][CH2:15][CH2:14]1)[CH2:9][C:10]([OH:12])=[O:11])=O)(C)(C)C, predict the reaction product. (3) The product is: [F:25][C:26]1[CH:27]=[C:28]([S:32]([C:35]2[CH:36]=[CH:37][C:38]3[O:42][C:41]4[CH:46]([CH2:18][NH:19][C:20](=[O:22])[CH3:21])[NH:45][CH2:44][CH2:43][C:40]=4[C:39]=3[CH:53]=2)(=[O:33])=[O:34])[CH:29]=[CH:30][CH:31]=1. Given the reactants COC(OC)CN.C(OC(=O)C)(=O)C.COC(OC)[CH2:18][NH:19][C:20](=[O:22])[CH3:21].[F:25][C:26]1[CH:27]=[C:28]([S:32]([C:35]2[CH:36]=[CH:37][C:38]3[O:42][CH:41]=[C:40]([CH2:43][CH2:44][NH:45][C:46](=O)OC(C)(C)C)[C:39]=3[CH:53]=2)(=[O:34])=[O:33])[CH:29]=[CH:30][CH:31]=1, predict the reaction product.